Task: Predict the product of the given reaction.. Dataset: Forward reaction prediction with 1.9M reactions from USPTO patents (1976-2016) (1) Given the reactants [Br:1][C:2]1[CH:3]=[C:4](Cl)[C:5]2[C:6]([CH:10]=1)=[N:7][O:8][N:9]=2.Cl.[OH:13][CH:14]1[CH2:17][NH:16][CH2:15]1.C(N(CC)CC)C, predict the reaction product. The product is: [Br:1][C:2]1[CH:3]=[C:4]([N:16]2[CH2:17][CH:14]([OH:13])[CH2:15]2)[C:5]2[C:6]([CH:10]=1)=[N:7][O:8][N:9]=2. (2) Given the reactants [CH:1]([O:6][CH3:7])([O:4][CH3:5])OC.CC1C=CC(S(O)(=O)=O)=CC=1.[OH2:19].[N:20]([CH2:23][CH2:24][CH2:25][O:26][C:27]1[CH:34]=[CH:33][C:30](C=O)=[CH:29][CH:28]=1)=[N+:21]=[N-:22].[CH3:35]O, predict the reaction product. The product is: [CH3:7][O:6][CH:1]([O:4][CH3:5])[C:30]1[CH:29]=[CH:28][C:27]([O:26][CH2:25][CH2:24][CH2:23][N:20]=[N+:21]=[N-:22])=[CH:34][C:33]=1[O:19][CH3:35]. (3) Given the reactants C([N:8]1[CH2:16][C@H:15]2[C@H:10]([N:11]([C:17]([O:19][C:20]([CH3:23])([CH3:22])[CH3:21])=[O:18])[CH2:12][CH2:13][CH2:14]2)[CH2:9]1)C1C=CC=CC=1, predict the reaction product. The product is: [N:11]1([C:17]([O:19][C:20]([CH3:23])([CH3:22])[CH3:21])=[O:18])[CH2:12][CH2:13][CH2:14][C@H:15]2[CH2:16][NH:8][CH2:9][C@@H:10]12. (4) Given the reactants [CH2:1]([C:8]1[CH:9]=[C:10]([C:14]([C:16]2[C:17](Cl)=[N:18][CH:19]=[N:20][CH:21]=2)=[O:15])[S:11][C:12]=1[Cl:13])[C:2]1[CH:7]=[CH:6][CH:5]=[CH:4][CH:3]=1.Cl.[NH2:24][C@@H:25]1[CH2:29][C@H:28]([CH2:30][OH:31])[C@@H:27]([OH:32])[C@@H:26]1[F:33].C(N(CC)C(C)C)(C)C, predict the reaction product. The product is: [CH2:1]([C:8]1[CH:9]=[C:10]([C:14]([C:16]2[C:17]([NH:24][C@@H:25]3[CH2:29][C@H:28]([CH2:30][OH:31])[C@@H:27]([OH:32])[C@@H:26]3[F:33])=[N:18][CH:19]=[N:20][CH:21]=2)=[O:15])[S:11][C:12]=1[Cl:13])[C:2]1[CH:7]=[CH:6][CH:5]=[CH:4][CH:3]=1. (5) The product is: [C:1]([O:5][C:6]([N:8]1[CH2:9][CH2:10][N:11]([C:14]2[NH:22][C:21]3[C:20](=[O:23])[N:19]([CH2:31][C:32]([C:34]4[CH:39]=[CH:38][CH:37]=[C:36]([O:40][CH3:41])[CH:35]=4)=[O:33])[CH:18]=[N:17][C:16]=3[CH:15]=2)[CH2:12][CH2:13]1)=[O:7])([CH3:4])([CH3:2])[CH3:3]. Given the reactants [C:1]([O:5][C:6]([N:8]1[CH2:13][CH2:12][N:11]([C:14]2[NH:22][C:21]3[C:20](=[O:23])[NH:19][CH:18]=[N:17][C:16]=3[CH:15]=2)[CH2:10][CH2:9]1)=[O:7])([CH3:4])([CH3:3])[CH3:2].C(=O)([O-])[O-].[K+].[K+].Br[CH2:31][C:32]([C:34]1[CH:39]=[CH:38][CH:37]=[C:36]([O:40][CH3:41])[CH:35]=1)=[O:33], predict the reaction product. (6) Given the reactants [CH3:1][N:2]1[C:10]2[C:5](=[CH:6][C:7](B3OC(C)(C)C(C)(C)O3)=[CH:8][CH:9]=2)[CH2:4][C:3]1=[O:20].[F:21][C:22]1[CH:39]=[CH:38][C:25]([CH2:26][NH:27][S:28]([C:31]2[C:32](Br)=[N:33][CH:34]=[CH:35][CH:36]=2)(=[O:30])=[O:29])=[CH:24][CH:23]=1.P([O-])([O-])([O-])=O.[K+].[K+].[K+].CN(C=O)C, predict the reaction product. The product is: [F:21][C:22]1[CH:39]=[CH:38][C:25]([CH2:26][NH:27][S:28]([C:31]2[CH:32]=[N:33][CH:34]=[C:35]([C:7]3[CH:6]=[C:5]4[C:10](=[CH:9][CH:8]=3)[N:2]([CH3:1])[C:3](=[O:20])[CH2:4]4)[CH:36]=2)(=[O:29])=[O:30])=[CH:24][CH:23]=1. (7) Given the reactants [OH-].[Na+:2].C[O:4][C:5](=[O:41])[C@@H:6]([NH2:40])[C:7]1[CH:12]=[CH:11][C:10]([C:13]2[CH:18]=[CH:17][C:16]([C:19]([CH2:37][CH3:38])([C:22]3[CH:27]=[CH:26][C:25]([CH2:28][CH2:29][CH:30]([OH:35])[C:31]([CH3:34])([CH3:33])[CH3:32])=[C:24]([CH3:36])[CH:23]=3)[CH2:20][CH3:21])=[CH:15][C:14]=2[CH3:39])=[CH:9][CH:8]=1, predict the reaction product. The product is: [NH2:40][C@@H:6]([C:7]1[CH:8]=[CH:9][C:10]([C:13]2[CH:18]=[CH:17][C:16]([C:19]([CH2:20][CH3:21])([C:22]3[CH:27]=[CH:26][C:25]([CH2:28][CH2:29][CH:30]([OH:35])[C:31]([CH3:32])([CH3:33])[CH3:34])=[C:24]([CH3:36])[CH:23]=3)[CH2:37][CH3:38])=[CH:15][C:14]=2[CH3:39])=[CH:11][CH:12]=1)[C:5]([O-:41])=[O:4].[Na+:2]. (8) Given the reactants [H-].[Na+].C([N:10]1[CH2:15][CH2:14][CH:13](O)[CH2:12][CH2:11]1)(OC(C)(C)C)=O.[F:17][C:18]1[CH:25]=[CH:24][C:21](CBr)=[CH:20][CH:19]=1.CN(C)[CH:28]=[O:29], predict the reaction product. The product is: [F:17][C:18]1[CH:25]=[CH:24][C:21]([CH:13]2[CH2:12][CH2:11][N:10]([O:29][CH3:28])[CH2:15][CH2:14]2)=[CH:20][CH:19]=1.